Dataset: NCI-60 drug combinations with 297,098 pairs across 59 cell lines. Task: Regression. Given two drug SMILES strings and cell line genomic features, predict the synergy score measuring deviation from expected non-interaction effect. Drug 2: C1CCC(C(C1)N)N.C(=O)(C(=O)[O-])[O-].[Pt+4]. Synergy scores: CSS=31.0, Synergy_ZIP=-8.03, Synergy_Bliss=0.606, Synergy_Loewe=-17.9, Synergy_HSA=-0.453. Drug 1: C1=NNC2=C1C(=O)NC=N2. Cell line: MCF7.